Dataset: Caco-2 cell permeability data measuring drug intestinal absorption for ~900 compounds. Task: Regression/Classification. Given a drug SMILES string, predict its absorption, distribution, metabolism, or excretion properties. Task type varies by dataset: regression for continuous measurements (e.g., permeability, clearance, half-life) or binary classification for categorical outcomes (e.g., BBB penetration, CYP inhibition). For this dataset (caco2_wang), we predict Y. (1) The compound is O=c1[nH]c2cc(Cl)ccc2o1. The Y is -4.19 log Papp (cm/s). (2) The molecule is CC(=O)C(NC(=O)CN)c1ccc(O)cc1. The Y is -5.28 log Papp (cm/s).